Dataset: Catalyst prediction with 721,799 reactions and 888 catalyst types from USPTO. Task: Predict which catalyst facilitates the given reaction. (1) Reactant: [F:1][C:2]1[CH:7]=[C:6]([N+:8]([O-:10])=[O:9])[CH:5]=[CH:4][C:3]=1[OH:11].Br[CH2:13][CH:14]1[CH2:16][CH2:15]1.C(=O)([O-])[O-].[K+].[K+]. Product: [CH:14]1([CH2:13][O:11][C:3]2[CH:4]=[CH:5][C:6]([N+:8]([O-:10])=[O:9])=[CH:7][C:2]=2[F:1])[CH2:16][CH2:15]1. The catalyst class is: 9. (2) Product: [O:14]=[C:13]1[N:4]2[C:5]3[C:10]([CH:1]([CH:16]=[O:15])[CH2:2][CH2:3]2)=[CH:9][CH:8]=[CH:7][C:6]=3[CH:11]=[CH:12]1. Reactant: [C:1]12([CH2:16][O:15]1)[C:10]1[C:5]3=[C:6]([CH:11]=[CH:12][C:13](=[O:14])[N:4]3[CH2:3][CH2:2]2)[CH:7]=[CH:8][CH:9]=1. The catalyst class is: 21. (3) Reactant: [CH3:1][O:2][C:3](=[O:13])[CH:4]=[CH:5][C:6]1[CH:7]=[N:8][C:9]([CH3:12])=[N:10][CH:11]=1.C(Cl)Cl. Product: [CH3:1][O:2][C:3](=[O:13])[CH2:4][CH2:5][C:6]1[CH:7]=[N:8][C:9]([CH3:12])=[N:10][CH:11]=1. The catalyst class is: 63. (4) Product: [F:1][C:2]1[CH:7]=[CH:6][C:5]([C:8]2[O:9][C:10]3[CH:20]=[CH:19][C:18]([C:21]4[CH:22]=[C:23]([CH:33]=[CH:34][C:35]=4[CH3:36])[C:24]([NH:26][C:27]4([C:30]([NH:38][NH:37][C:39]([O:41][C:42]([CH3:45])([CH3:44])[CH3:43])=[O:40])=[O:31])[CH2:28][CH2:29]4)=[O:25])=[CH:17][C:11]=3[C:12]=2[C:13](=[O:16])[NH:14][CH3:15])=[CH:4][CH:3]=1. The catalyst class is: 3. Reactant: [F:1][C:2]1[CH:7]=[CH:6][C:5]([C:8]2[O:9][C:10]3[CH:20]=[CH:19][C:18]([C:21]4[CH:22]=[C:23]([CH:33]=[CH:34][C:35]=4[CH3:36])[C:24]([NH:26][C:27]4([C:30](O)=[O:31])[CH2:29][CH2:28]4)=[O:25])=[CH:17][C:11]=3[C:12]=2[C:13](=[O:16])[NH:14][CH3:15])=[CH:4][CH:3]=1.[NH:37]([C:39]([O:41][C:42]([CH3:45])([CH3:44])[CH3:43])=[O:40])[NH2:38].C(N(CC)C(C)C)(C)C.O. (5) Reactant: Cl[C:2]1[N:7]=[C:6]([CH2:8][CH2:9][CH3:10])[CH:5]=[C:4]([C:11]2[CH:16]=[CH:15][CH:14]=[C:13]([C:17]([F:20])([F:19])[F:18])[CH:12]=2)[N:3]=1.[Cu][C:22]#[N:23].C(OCC)(=O)C.N. Product: [CH2:8]([C:6]1[CH:5]=[C:4]([C:11]2[CH:16]=[CH:15][CH:14]=[C:13]([C:17]([F:20])([F:19])[F:18])[CH:12]=2)[N:3]=[C:2]([C:22]#[N:23])[N:7]=1)[CH2:9][CH3:10]. The catalyst class is: 60. (6) Reactant: Cl[C:2]1[N:7]=[C:6]([O:8][CH2:9][CH3:10])[C:5]([N+:11]([O-:13])=[O:12])=[CH:4][CH:3]=1.CC1(C)C(C)(C)OB([C:22]2[CH2:27][CH2:26][N:25]([C:28]([O:30][C:31]([CH3:34])([CH3:33])[CH3:32])=[O:29])[CH2:24][CH:23]=2)O1.C(=O)([O-])[O-].[Na+].[Na+]. Product: [CH2:9]([O:8][C:6]1[N:7]=[C:2]([C:22]2[CH2:27][CH2:26][N:25]([C:28]([O:30][C:31]([CH3:34])([CH3:33])[CH3:32])=[O:29])[CH2:24][CH:23]=2)[CH:3]=[CH:4][C:5]=1[N+:11]([O-:13])=[O:12])[CH3:10]. The catalyst class is: 203.